Dataset: Peptide-MHC class II binding affinity with 134,281 pairs from IEDB. Task: Regression. Given a peptide amino acid sequence and an MHC pseudo amino acid sequence, predict their binding affinity value. This is MHC class II binding data. (1) The peptide sequence is FQEFMIVPSGAPSFT. The MHC is DRB1_1602 with pseudo-sequence DRB1_1602. The binding affinity (normalized) is 0.450. (2) The peptide sequence is NISGYNFSLGAAVKA. The MHC is DRB1_0701 with pseudo-sequence DRB1_0701. The binding affinity (normalized) is 0.764.